From a dataset of Forward reaction prediction with 1.9M reactions from USPTO patents (1976-2016). Predict the product of the given reaction. (1) Given the reactants C[O:2][C:3]([C@@H:5]1[CH:14]=[C:13]2[C@@H:8]([CH2:9][C:10]3[C:11]4[C:18]([NH:19][CH:20]=3)=[CH:17][CH:16]=[CH:15][C:12]=42)[N:7]([C:21](=[O:29])[NH:22][C:23]2[CH:28]=[CH:27][CH:26]=[CH:25][CH:24]=2)[CH2:6]1)=[O:4].CO.[OH-].[Li+].Cl, predict the reaction product. The product is: [C:23]1([NH:22][C:21]([N:7]2[C@H:8]3[C:13]([C:12]4[CH:15]=[CH:16][CH:17]=[C:18]5[C:11]=4[C:10](=[CH:20][NH:19]5)[CH2:9]3)=[CH:14][C@@H:5]([C:3]([OH:4])=[O:2])[CH2:6]2)=[O:29])[CH:24]=[CH:25][CH:26]=[CH:27][CH:28]=1. (2) Given the reactants [OH:1][CH2:2][C:3]1[CH:8]=[CH:7][CH:6]=[CH:5][C:4]=1[CH:9]1[CH2:14][CH2:13][N:12]([C:15]([O:17][C:18]([CH3:21])([CH3:20])[CH3:19])=[O:16])[CH2:11][CH2:10]1.CC(OI1(OC(C)=O)(OC(C)=O)OC(=O)C2C=CC=CC1=2)=O.S([O-])([O-])(=O)=S.[Na+].[Na+], predict the reaction product. The product is: [CH:2]([C:3]1[CH:8]=[CH:7][CH:6]=[CH:5][C:4]=1[CH:9]1[CH2:10][CH2:11][N:12]([C:15]([O:17][C:18]([CH3:21])([CH3:20])[CH3:19])=[O:16])[CH2:13][CH2:14]1)=[O:1]. (3) Given the reactants CS(O[CH2:6][C@H:7]1[CH2:12][N:11]([S:13]([C:16]2[S:17][CH:18]=[CH:19][CH:20]=2)(=[O:15])=[O:14])[CH2:10][CH2:9][N:8]1[C:21]1[CH:26]=[CH:25][C:24]([C:27]([OH:33])([CH3:32])[C:28]([F:31])([F:30])[F:29])=[CH:23][CH:22]=1)(=O)=O.[CH3:34][C:35]1([CH3:42])[NH:40][CH2:39][CH2:38][NH:37][C:36]1=[O:41].C(=O)([O-])[O-].[K+].[K+], predict the reaction product. The product is: [CH3:34][C:35]1([CH3:42])[N:40]([CH2:6][C@H:7]2[CH2:12][N:11]([S:13]([C:16]3[S:17][CH:18]=[CH:19][CH:20]=3)(=[O:14])=[O:15])[CH2:10][CH2:9][N:8]2[C:21]2[CH:22]=[CH:23][C:24]([C:27]([OH:33])([CH3:32])[C:28]([F:31])([F:30])[F:29])=[CH:25][CH:26]=2)[CH2:39][CH2:38][NH:37][C:36]1=[O:41].